This data is from Reaction yield outcomes from USPTO patents with 853,638 reactions. The task is: Predict the reaction yield, written as a fraction of the theoretical maximum amount of product (1.0 means a 100% yield; for example, 0.34 means a 34% yield). (1) The reactants are C(N(CC)CC)C.[Cl:8][C:9]1[N:14]=[C:13](Cl)[CH:12]=[CH:11][N:10]=1.Cl.Cl.[NH:18]1[CH2:21][CH:20]([C:22]2[NH:26][C:25]3[CH:27]=[CH:28][C:29]([Cl:31])=[CH:30][C:24]=3[N:23]=2)[CH2:19]1.C(OCC)(=O)C. The catalyst is O1CCOCC1.O. The product is [Cl:31][C:29]1[CH:28]=[CH:27][C:25]2[NH:26][C:22]([CH:20]3[CH2:19][N:18]([C:13]4[CH:12]=[CH:11][N:10]=[C:9]([Cl:8])[N:14]=4)[CH2:21]3)=[N:23][C:24]=2[CH:30]=1. The yield is 0.610. (2) The reactants are [Cl:1][C:2]1[CH:24]=[CH:23][C:5]([CH2:6][C:7]2[N:8]=[C:9]([C:17]3[CH2:18][CH2:19][O:20][CH2:21][CH:22]=3)[S:10][C:11]=2[C:12]([O:14]CC)=[O:13])=[CH:4][CH:3]=1.O1CCCC1.CO.[OH-].[Li+].Cl. The catalyst is CCOC(C)=O. The product is [Cl:1][C:2]1[CH:24]=[CH:23][C:5]([CH2:6][C:7]2[N:8]=[C:9]([C:17]3[CH2:18][CH2:19][O:20][CH2:21][CH:22]=3)[S:10][C:11]=2[C:12]([OH:14])=[O:13])=[CH:4][CH:3]=1. The yield is 0.530. (3) The product is [CH3:22][O:23][C:2]1[C:11]2[C:6](=[CH:7][CH:8]=[CH:9][CH:10]=2)[N:5]=[C:4]2[N:12]([C:16]3[CH:21]=[CH:20][CH:19]=[CH:18][N:17]=3)[N:13]=[C:14]([CH3:15])[C:3]=12. The catalyst is O1CCCC1. The reactants are Cl[C:2]1[C:11]2[C:6](=[CH:7][CH:8]=[CH:9][CH:10]=2)[N:5]=[C:4]2[N:12]([C:16]3[CH:21]=[CH:20][CH:19]=[CH:18][N:17]=3)[N:13]=[C:14]([CH3:15])[C:3]=12.[CH3:22][O-:23].[Na+].CO. The yield is 0.500. (4) The reactants are Cl.N1[CH2:7][CH2:6][O:5][CH2:4][CH2:3]1.[OH2:8].[C:9](O)(=O)[CH:10]=O.[OH2:14]. The catalyst is O1CCOCC1. The product is [CH2:9]([C:7]1[CH:6]([OH:8])[O:5][C:4](=[O:14])[CH:3]=1)[CH3:10]. The yield is 0.270. (5) The reactants are [I:1][C:2]1[CH:7]=[CH:6][N:5]=[C:4]2[NH:8][N:9]=[CH:10][C:3]=12.[H-].[Na+].[C:13](Cl)([C:26]1[CH:31]=[CH:30][CH:29]=[CH:28][CH:27]=1)([C:20]1[CH:25]=[CH:24][CH:23]=[CH:22][CH:21]=1)[C:14]1[CH:19]=[CH:18][CH:17]=[CH:16][CH:15]=1. The catalyst is CN(C)C=O. The product is [I:1][C:2]1[CH:7]=[CH:6][N:5]=[C:4]2[N:8]([C:13]([C:14]3[CH:19]=[CH:18][CH:17]=[CH:16][CH:15]=3)([C:26]3[CH:27]=[CH:28][CH:29]=[CH:30][CH:31]=3)[C:20]3[CH:21]=[CH:22][CH:23]=[CH:24][CH:25]=3)[N:9]=[CH:10][C:3]=12. The yield is 0.460. (6) The reactants are [F:1][C:2]([F:17])([F:16])S(O[C:7]1[CH:8]=[N:9][C:10]([CH:13]2[CH2:15][CH2:14]2)=[N:11][CH:12]=1)(=O)=O.[C:18]([C:20]1[CH2:21][CH2:22][N:23]([C:26]([O:28]C(C)(C)C)=[O:27])[CH2:24][CH:25]=1)#[CH:19].C(NCC)C. The catalyst is Cl[Pd](Cl)([P](C1C=CC=CC=1)(C1C=CC=CC=1)C1C=CC=CC=1)[P](C1C=CC=CC=1)(C1C=CC=CC=1)C1C=CC=CC=1. The product is [F:17][C:2]([F:1])([F:16])[C:26]([OH:28])=[O:27].[CH:13]1([C:10]2[N:9]=[CH:8][C:7]([C:19]#[C:18][C:20]3[CH2:25][CH2:24][NH:23][CH2:22][CH:21]=3)=[CH:12][N:11]=2)[CH2:15][CH2:14]1. The yield is 0.100.